The task is: Regression. Given two drug SMILES strings and cell line genomic features, predict the synergy score measuring deviation from expected non-interaction effect.. This data is from NCI-60 drug combinations with 297,098 pairs across 59 cell lines. (1) Drug 1: C1=CC(=CC=C1CCC2=CNC3=C2C(=O)NC(=N3)N)C(=O)NC(CCC(=O)O)C(=O)O. Drug 2: C1CN(P(=O)(OC1)NCCCl)CCCl. Cell line: HOP-92. Synergy scores: CSS=8.90, Synergy_ZIP=-1.65, Synergy_Bliss=-0.0484, Synergy_Loewe=-26.3, Synergy_HSA=-1.64. (2) Cell line: ACHN. Drug 1: CC1=C(C(=O)C2=C(C1=O)N3CC4C(C3(C2COC(=O)N)OC)N4)N. Drug 2: COC1=C2C(=CC3=C1OC=C3)C=CC(=O)O2. Synergy scores: CSS=28.9, Synergy_ZIP=4.05, Synergy_Bliss=-1.40, Synergy_Loewe=-25.7, Synergy_HSA=-0.00800. (3) Cell line: SK-OV-3. Drug 2: CC1=C(N=C(N=C1N)C(CC(=O)N)NCC(C(=O)N)N)C(=O)NC(C(C2=CN=CN2)OC3C(C(C(C(O3)CO)O)O)OC4C(C(C(C(O4)CO)O)OC(=O)N)O)C(=O)NC(C)C(C(C)C(=O)NC(C(C)O)C(=O)NCCC5=NC(=CS5)C6=NC(=CS6)C(=O)NCCC[S+](C)C)O. Drug 1: C1CCC(CC1)NC(=O)N(CCCl)N=O. Synergy scores: CSS=10.3, Synergy_ZIP=1.06, Synergy_Bliss=4.33, Synergy_Loewe=3.34, Synergy_HSA=5.14. (4) Drug 1: CCC1=CC2CC(C3=C(CN(C2)C1)C4=CC=CC=C4N3)(C5=C(C=C6C(=C5)C78CCN9C7C(C=CC9)(C(C(C8N6C)(C(=O)OC)O)OC(=O)C)CC)OC)C(=O)OC.C(C(C(=O)O)O)(C(=O)O)O. Drug 2: C1CN1P(=S)(N2CC2)N3CC3. Cell line: NCI-H226. Synergy scores: CSS=22.6, Synergy_ZIP=1.94, Synergy_Bliss=2.13, Synergy_Loewe=2.76, Synergy_HSA=2.74. (5) Drug 1: CC(C)(C#N)C1=CC(=CC(=C1)CN2C=NC=N2)C(C)(C)C#N. Drug 2: CC1=C2C(C(=O)C3(C(CC4C(C3C(C(C2(C)C)(CC1OC(=O)C(C(C5=CC=CC=C5)NC(=O)OC(C)(C)C)O)O)OC(=O)C6=CC=CC=C6)(CO4)OC(=O)C)O)C)O. Cell line: COLO 205. Synergy scores: CSS=5.73, Synergy_ZIP=-2.12, Synergy_Bliss=-0.487, Synergy_Loewe=0.770, Synergy_HSA=1.18. (6) Drug 1: C1CNP(=O)(OC1)N(CCCl)CCCl. Drug 2: COCCOC1=C(C=C2C(=C1)C(=NC=N2)NC3=CC=CC(=C3)C#C)OCCOC.Cl. Cell line: U251. Synergy scores: CSS=-13.7, Synergy_ZIP=7.74, Synergy_Bliss=3.99, Synergy_Loewe=-15.6, Synergy_HSA=-16.2. (7) Drug 1: CN1C2=C(C=C(C=C2)N(CCCl)CCCl)N=C1CCCC(=O)O.Cl. Drug 2: B(C(CC(C)C)NC(=O)C(CC1=CC=CC=C1)NC(=O)C2=NC=CN=C2)(O)O. Cell line: SF-295. Synergy scores: CSS=58.9, Synergy_ZIP=8.13, Synergy_Bliss=7.60, Synergy_Loewe=-31.0, Synergy_HSA=7.03. (8) Drug 2: CC1=C(C(=O)C2=C(C1=O)N3CC4C(C3(C2COC(=O)N)OC)N4)N. Drug 1: C1=C(C(=O)NC(=O)N1)F. Cell line: ACHN. Synergy scores: CSS=59.4, Synergy_ZIP=2.36, Synergy_Bliss=1.74, Synergy_Loewe=3.03, Synergy_HSA=7.08. (9) Drug 1: C1CCC(CC1)NC(=O)N(CCCl)N=O. Drug 2: C1C(C(OC1N2C=NC3=C2NC=NCC3O)CO)O. Cell line: PC-3. Synergy scores: CSS=5.33, Synergy_ZIP=-5.45, Synergy_Bliss=-2.10, Synergy_Loewe=-5.54, Synergy_HSA=-2.72.